This data is from Full USPTO retrosynthesis dataset with 1.9M reactions from patents (1976-2016). The task is: Predict the reactants needed to synthesize the given product. Given the product [NH2:25][C:21]1[CH:20]=[C:19]([CH:3]2[C:2]([CH3:1])([CH3:28])[CH2:11][C:10]3[C:5](=[CH:6][CH:7]=[C:8]([C:12]([NH:14][S:15]([CH3:18])(=[O:17])=[O:16])=[O:13])[CH:9]=3)[NH:4]2)[CH:24]=[CH:23][CH:22]=1, predict the reactants needed to synthesize it. The reactants are: [CH3:1][C:2]1([CH3:28])[CH2:11][C:10]2[C:5](=[CH:6][CH:7]=[C:8]([C:12]([NH:14][S:15]([CH3:18])(=[O:17])=[O:16])=[O:13])[CH:9]=2)[NH:4][CH:3]1[C:19]1[CH:24]=[CH:23][CH:22]=[C:21]([N+:25]([O-])=O)[CH:20]=1.